This data is from Forward reaction prediction with 1.9M reactions from USPTO patents (1976-2016). The task is: Predict the product of the given reaction. Given the reactants [CH3:1][O:2][C:3](=[O:13])[CH2:4][C@@H:5]([CH2:9][CH:10]([CH3:12])[CH3:11])[C:6]([OH:8])=O.C1CCC(N=C=NC2CCCCC2)CC1.C1C=CC2N(O)N=NC=2C=1.[NH2:39][C@@H:40]([C:45]([CH3:48])([CH3:47])[CH3:46])[C:41]([NH:43][CH3:44])=[O:42], predict the reaction product. The product is: [CH3:46][C:45]([CH3:48])([CH3:47])[C@H:40]([NH:39][C:6]([C@H:5]([CH2:9][CH:10]([CH3:12])[CH3:11])[CH2:4][C:3]([O:2][CH3:1])=[O:13])=[O:8])[C:41]([NH:43][CH3:44])=[O:42].